Dataset: Peptide-MHC class I binding affinity with 185,985 pairs from IEDB/IMGT. Task: Regression. Given a peptide amino acid sequence and an MHC pseudo amino acid sequence, predict their binding affinity value. This is MHC class I binding data. (1) The peptide sequence is QIQAGNFHW. The MHC is HLA-A80:01 with pseudo-sequence HLA-A80:01. The binding affinity (normalized) is 0.0847. (2) The peptide sequence is LLLLVAPAY. The MHC is HLA-B46:01 with pseudo-sequence HLA-B46:01. The binding affinity (normalized) is 0.0847. (3) The peptide sequence is IYTIIQDQL. The MHC is HLA-A23:01 with pseudo-sequence HLA-A23:01. The binding affinity (normalized) is 0.648.